Dataset: Reaction yield outcomes from USPTO patents with 853,638 reactions. Task: Predict the reaction yield, written as a fraction of the theoretical maximum amount of product (1.0 means a 100% yield; for example, 0.34 means a 34% yield). The reactants are [Cl:1][C:2]1[CH:15]=[C:14]([CH:16]=[CH2:17])[CH:13]=[CH:12][C:3]=1[CH2:4][NH:5][C:6]1[CH:11]=[CH:10][CH:9]=[CH:8][N:7]=1.Br[CH:19]([C:24]1[CH:25]=[C:26]([Cl:32])[C:27]([Cl:31])=[C:28]([Cl:30])[CH:29]=1)[C:20]([F:23])([F:22])[F:21].N1C=CC=CC=1C1C=CC=CN=1. The catalyst is ClC1C=CC=CC=1Cl.Cl[Cu]. The product is [Cl:1][C:2]1[CH:15]=[C:14](/[CH:16]=[CH:17]/[CH:19]([C:24]2[CH:25]=[C:26]([Cl:32])[C:27]([Cl:31])=[C:28]([Cl:30])[CH:29]=2)[C:20]([F:22])([F:21])[F:23])[CH:13]=[CH:12][C:3]=1[CH2:4][NH:5][C:6]1[CH:11]=[CH:10][CH:9]=[CH:8][N:7]=1. The yield is 0.350.